This data is from Forward reaction prediction with 1.9M reactions from USPTO patents (1976-2016). The task is: Predict the product of the given reaction. (1) Given the reactants Cl[C:2]1[CH:7]=[C:6]([C:8]2[CH:9]=[N:10][C:11]([C:14]([F:17])([F:16])[F:15])=[CH:12][CH:13]=2)[C:5]([F:18])=[CH:4][N:3]=1.C(Cl)(Cl)Cl.C[C:24]([N:26](C)C)=O, predict the reaction product. The product is: [F:18][C:5]1[C:6]([C:8]2[CH:9]=[N:10][C:11]([C:14]([F:17])([F:16])[F:15])=[CH:12][CH:13]=2)=[CH:7][C:2]([C:24]#[N:26])=[N:3][CH:4]=1. (2) Given the reactants Br[C:2]1[CH:3]=[N:4][N:5]([C:7]([CH3:10])([CH3:9])[CH3:8])[CH:6]=1.C([Li])CCC.[CH:16]1([C:22]2([CH3:33])[C:26](=[O:27])[N:25]([CH2:28][CH:29]=[O:30])[C:24](=[O:31])[N:23]2[CH3:32])[CH2:21][CH2:20][CH2:19][CH2:18][CH2:17]1, predict the reaction product. The product is: [C:7]([N:5]1[CH:6]=[C:2]([CH:29]([OH:30])[CH2:28][N:25]2[C:26](=[O:27])[C:22]([CH:16]3[CH2:17][CH2:18][CH2:19][CH2:20][CH2:21]3)([CH3:33])[N:23]([CH3:32])[C:24]2=[O:31])[CH:3]=[N:4]1)([CH3:10])([CH3:9])[CH3:8]. (3) Given the reactants [Cl:1][C:2]1[CH:3]=[CH:4][C:5]([C:36]#[N:37])=[C:6]([C:8]2[C:13]([O:14][CH3:15])=[CH:12][N:11]([CH:16]([CH2:31][CH:32]([F:34])[F:33])[C:17]([NH:19][C:20]3[CH:30]=[CH:29][C:23]([C:24]([O:26]CC)=[O:25])=[CH:22][CH:21]=3)=[O:18])[C:10](=[O:35])[CH:9]=2)[CH:7]=1.C(=O)([O-])[O-].[Cs+].[Cs+], predict the reaction product. The product is: [Cl:1][C:2]1[CH:3]=[CH:4][C:5]([C:36]#[N:37])=[C:6]([C:8]2[C:13]([O:14][CH3:15])=[CH:12][N:11]([CH:16]([CH2:31][CH:32]([F:34])[F:33])[C:17]([NH:19][C:20]3[CH:30]=[CH:29][C:23]([C:24]([OH:26])=[O:25])=[CH:22][CH:21]=3)=[O:18])[C:10](=[O:35])[CH:9]=2)[CH:7]=1. (4) Given the reactants Cl.[CH3:2][C:3]1[C:4]2[C:5]3[CH2:17][O:16][CH:15]([CH:18]4[CH2:23][CH2:22][NH:21][CH2:20][CH2:19]4)[CH2:14][C:6]=3[O:7][C:8](=[O:13])[C:9]=2[CH:10]=[CH:11][CH:12]=1.Br[CH2:25][CH2:26][O:27][CH3:28].C(=O)([O-])[O-].[K+].[K+], predict the reaction product. The product is: [CH3:28][O:27][CH2:26][CH2:25][N:21]1[CH2:22][CH2:23][CH:18]([CH:15]2[O:16][CH2:17][C:5]3[C:4]4[C:3]([CH3:2])=[CH:12][CH:11]=[CH:10][C:9]=4[C:8](=[O:13])[O:7][C:6]=3[CH2:14]2)[CH2:19][CH2:20]1. (5) Given the reactants N1CCC[C@H]1C(O)=O.[CH:9](=[O:13])[CH2:10][CH2:11][CH3:12].[N:14]([C:16]1[CH:21]=[CH:20][CH:19]=[CH:18][CH:17]=1)=[O:15].[BH4-].[Na+].P([O-])([O-])([O-])=O, predict the reaction product. The product is: [C:16]1([NH:14][O:15][C@H:10]([CH2:11][CH3:12])[CH2:9][OH:13])[CH:21]=[CH:20][CH:19]=[CH:18][CH:17]=1. (6) Given the reactants [OH:1][C:2]1([C:9]2[S:10][CH:11]=[C:12]([CH3:14])[N:13]=2)[CH2:7][CH2:6][C:5](=O)[CH2:4][CH2:3]1.[NH:15]1[CH2:18][CH:17]([NH:19][C:20]([CH2:22][NH:23][C:24](=[O:35])[C:25]2[CH:30]=[CH:29][CH:28]=[C:27]([C:31]([F:34])([F:33])[F:32])[CH:26]=2)=[O:21])[CH2:16]1, predict the reaction product. The product is: [OH:1][C:2]1([C:9]2[S:10][CH:11]=[C:12]([CH3:14])[N:13]=2)[CH2:7][CH2:6][CH:5]([N:15]2[CH2:18][CH:17]([NH:19][C:20]([CH2:22][NH:23][C:24](=[O:35])[C:25]3[CH:30]=[CH:29][CH:28]=[C:27]([C:31]([F:34])([F:32])[F:33])[CH:26]=3)=[O:21])[CH2:16]2)[CH2:4][CH2:3]1. (7) Given the reactants Cl[C:2]1[N:7]=[C:6](Cl)[CH:5]=[C:4]([CH2:9][CH:10]([CH3:12])[CH3:11])[N:3]=1.[CH3:13][O-:14].[Na+].[CH3:16][OH:17], predict the reaction product. The product is: [CH2:9]([C:4]1[CH:5]=[C:6]([O:14][CH3:13])[N:7]=[C:2]([O:17][CH3:16])[N:3]=1)[CH:10]([CH3:12])[CH3:11]. (8) Given the reactants [OH:1][CH2:2][C:3]1[N:8]=[CH:7][C:6]([OH:9])=[C:5]([SH:10])[CH:4]=1.Br[CH2:12]Br, predict the reaction product. The product is: [S:10]1[C:5]2[CH:4]=[C:3]([CH2:2][OH:1])[N:8]=[CH:7][C:6]=2[O:9][CH2:12]1.